This data is from Full USPTO retrosynthesis dataset with 1.9M reactions from patents (1976-2016). The task is: Predict the reactants needed to synthesize the given product. (1) Given the product [F:47][C:23]([F:22])([F:46])[C:24]1[CH:29]=[CH:28][C:27]([CH:30]([C:36]2[CH:41]=[CH:40][C:39]([C:42]([F:45])([F:44])[F:43])=[CH:38][CH:37]=2)[S:31]([CH2:32][C:33]([NH2:35])=[O:34])=[O:9])=[CH:26][CH:25]=1, predict the reactants needed to synthesize it. The reactants are: C1(C)C=CC(C(C2C=CC(C)=CC=2)S(CC(N)=O)=[O:9])=CC=1.[F:22][C:23]([F:47])([F:46])[C:24]1[CH:29]=[CH:28][C:27]([CH:30]([C:36]2[CH:41]=[CH:40][C:39]([C:42]([F:45])([F:44])[F:43])=[CH:38][CH:37]=2)[S:31][CH2:32][C:33]([NH2:35])=[O:34])=[CH:26][CH:25]=1. (2) Given the product [Cl:35][C:19]1[C:20]([NH:22][C:23]2[CH:34]=[CH:33][CH:32]=[CH:31][C:24]=2[CH2:25][N:26]([CH3:30])[C:27](=[O:29])[CH3:28])=[N:21][C:16]([NH:1][C:2]2[CH:3]=[CH:4][C:5]3[N:11]([CH3:12])[C:10](=[O:13])[O:9][CH2:8][CH2:7][C:6]=3[CH:14]=2)=[N:17][CH:18]=1, predict the reactants needed to synthesize it. The reactants are: [NH2:1][C:2]1[CH:3]=[CH:4][C:5]2[N:11]([CH3:12])[C:10](=[O:13])[O:9][CH2:8][CH2:7][C:6]=2[CH:14]=1.Cl[C:16]1[N:21]=[C:20]([NH:22][C:23]2[CH:34]=[CH:33][CH:32]=[CH:31][C:24]=2[CH2:25][N:26]([CH3:30])[C:27](=[O:29])[CH3:28])[C:19]([Cl:35])=[CH:18][N:17]=1. (3) Given the product [CH3:3][C:4]1([CH2:9][CH2:10][CH2:11][CH2:12][N:13]2[CH:17]=[C:16]([NH2:18])[CH:15]=[N:14]2)[O:8][CH2:7][CH2:6][O:5]1, predict the reactants needed to synthesize it. The reactants are: N#N.[CH3:3][C:4]1([CH2:9][CH2:10][CH2:11][CH2:12][N:13]2[CH:17]=[C:16]([N+:18]([O-])=O)[CH:15]=[N:14]2)[O:8][CH2:7][CH2:6][O:5]1.[NH4+].[Cl-]. (4) The reactants are: [O:1]1[CH:5]([CH2:6]O)[CH2:4][C:3]2[CH:8]=[CH:9][C:10]3[C:15]([C:2]1=2)=[CH:14][CH:13]=[CH:12][CH:11]=3.C1(C)C=CC(S(Cl)(=O)=O)=CC=1.C(N(CC)CC)C.CC1C=CC(S(OCC2OC3C4CCCCC=4C=CC=3C2)(=O)=O)=CC=1.CC1C=CC(S(OCC2OC3C4C(C=CC=3C2)=CC=CC=4)(=O)=O)=CC=1.S(C1C=CC(C)=CC=1)([O-])(=O)=O.[N-:95]=[N+:96]=[N-:97].[Na+]. Given the product [N:95]([CH2:6][CH:5]1[O:1][C:2]2[C:15]3[C:10]([CH:9]=[CH:8][C:3]=2[CH2:4]1)=[CH:11][CH:12]=[CH:13][CH:14]=3)=[N+:96]=[N-:97], predict the reactants needed to synthesize it. (5) Given the product [Br:34][C:35]1[CH:36]=[C:37]([CH:41]=[CH:42][C:43]=1[C:44]([CH3:47])([CH3:46])[CH3:45])[C:38]([N:16]1[C@@H:17]([C:18]2[S:19][CH:20]=[CH:21][N:22]=2)[C@@H:13]([C:11]2[O:10][N:9]=[C:8]([C:5]3[CH:4]=[CH:3][C:2]([F:1])=[CH:7][CH:6]=3)[N:12]=2)[CH2:14][C@@:15]1([CH2:30][CH:31]([CH3:32])[CH3:33])[C:23]([OH:25])=[O:24])=[O:39], predict the reactants needed to synthesize it. The reactants are: [F:1][C:2]1[CH:7]=[CH:6][C:5]([C:8]2[N:12]=[C:11]([C@@H:13]3[C@H:17]([C:18]4[S:19][CH:20]=[CH:21][N:22]=4)[NH:16][C@:15]([CH2:30][CH:31]([CH3:33])[CH3:32])([C:23]([O:25]C(C)(C)C)=[O:24])[CH2:14]3)[O:10][N:9]=2)=[CH:4][CH:3]=1.[Br:34][C:35]1[CH:36]=[C:37]([CH:41]=[CH:42][C:43]=1[C:44]([CH3:47])([CH3:46])[CH3:45])[C:38](Cl)=[O:39].NC([C@@H]1[C@H](C2SC=CN=2)N(C(=O)C2C=CC(C(C)(C)C)=CC=2)[C@](CC(C)C)(C(OC(C)(C)C)=O)C1)=O. (6) Given the product [C:13]([O:17][C@@H:18]([C@H:19]1[CH2:7][O:6][C:5](=[O:11])[N:22]1[C:23]1[CH:28]=[C:27]([F:29])[N:26]=[C:25]([NH:30][C@H:31]([C:33]2[CH:34]=[N:35][N:36]([C:38]3[CH:43]=[CH:42][C:41]([F:44])=[CH:40][CH:39]=3)[CH:37]=2)[CH3:32])[N:24]=1)[CH3:45])([CH3:15])([CH3:16])[CH3:14], predict the reactants needed to synthesize it. The reactants are: ClC(Cl)(O[C:5](=[O:11])[O:6][C:7](Cl)(Cl)Cl)Cl.[C:13]([O:17][C@H:18]([CH3:45])[C@H:19]([NH:22][C:23]1[CH:28]=[C:27]([F:29])[N:26]=[C:25]([NH:30][C@H:31]([C:33]2[CH:34]=[N:35][N:36]([C:38]3[CH:43]=[CH:42][C:41]([F:44])=[CH:40][CH:39]=3)[CH:37]=2)[CH3:32])[N:24]=1)CO)([CH3:16])([CH3:15])[CH3:14].N1C(C)=CC=CC=1C. (7) Given the product [NH2:1][C:2]1[N:10]=[C:9]2[C:5]([N:6]=[CH:7][N:8]2[CH2:19][C:20]([OH:22])=[O:21])=[C:4]([Cl:11])[N:3]=1, predict the reactants needed to synthesize it. The reactants are: [NH2:1][C:2]1[N:10]=[C:9]2[C:5]([NH:6][CH:7]=[N:8]2)=[C:4]([Cl:11])[N:3]=1.C(=O)([O-])[O-].[K+].[K+].Br[CH2:19][C:20]([OH:22])=[O:21].Cl(O)(=O)=O.